Dataset: Reaction yield outcomes from USPTO patents with 853,638 reactions. Task: Predict the reaction yield, written as a fraction of the theoretical maximum amount of product (1.0 means a 100% yield; for example, 0.34 means a 34% yield). (1) The reactants are [N:1]([C@@H:4]([C@H:38]([C:46]1[CH:51]=[C:50]([F:52])[CH:49]=[C:48]([F:53])[CH:47]=1)[C:39]1[CH:44]=[CH:43][C:42]([F:45])=[CH:41][CH:40]=1)[C:5]([NH:7][C:8]1[CH:9]=[N:10][CH:11]=[C:12]([F:37])[C:13]=1[CH2:14][CH2:15][C@H:16]([NH:30][S:31]([CH:34]1[CH2:36][CH2:35]1)(=[O:33])=[O:32])[CH2:17][N:18]([CH2:26][C@@H:27](O)[CH3:28])[C:19](=[O:25])[O:20][C:21]([CH3:24])([CH3:23])[CH3:22])=[O:6])=[N+:2]=[N-:3].CC(OC(/N=N/C(OC(C)C)=O)=O)C.C1(P(C2C=CC=CC=2)C2C=CC=CC=2)C=CC=CC=1. The catalyst is C1COCC1. The product is [N:1]([C@@H:4]([C@H:38]([C:46]1[CH:51]=[C:50]([F:52])[CH:49]=[C:48]([F:53])[CH:47]=1)[C:39]1[CH:44]=[CH:43][C:42]([F:45])=[CH:41][CH:40]=1)[C:5]([NH:7][C:8]1[CH:9]=[N:10][CH:11]=[C:12]([F:37])[C:13]=1[CH2:14][CH2:15][C@@H:16]1[N:30]([S:31]([CH:34]2[CH2:36][CH2:35]2)(=[O:33])=[O:32])[C@H:27]([CH3:28])[CH2:26][N:18]([C:19]([O:20][C:21]([CH3:23])([CH3:22])[CH3:24])=[O:25])[CH2:17]1)=[O:6])=[N+:2]=[N-:3]. The yield is 0.660. (2) The reactants are [N:1]1[C:6]([C:7]([OH:9])=[O:8])=[CH:5][CH:4]=[CH:3][C:2]=1[C:10]([OH:12])=O.[F:13][C:14]1[CH:26]=[CH:25][C:17]([CH2:18][N:19]2[CH2:24][CH2:23][NH:22][CH2:21][CH2:20]2)=[CH:16][CH:15]=1.[CH2:27](N(CC)CC)C.CN(C(ON1N=NC2C=CC=NC1=2)=[N+](C)C)C.F[P-](F)(F)(F)(F)F. The yield is 0.500. The catalyst is O1CCCC1.CO.C[Si](C=[N+]=[N-])(C)C.CCCCCC. The product is [F:13][C:14]1[CH:26]=[CH:25][C:17]([CH2:18][N:19]2[CH2:24][CH2:23][N:22]([C:10]([C:2]3[N:1]=[C:6]([C:7]([O:9][CH3:27])=[O:8])[CH:5]=[CH:4][CH:3]=3)=[O:12])[CH2:21][CH2:20]2)=[CH:16][CH:15]=1. (3) The yield is 1.05. The reactants are C([O:4][CH2:5][C:6]1[N:22]=[CH:21][C:9]2[O:10][CH2:11][CH2:12][N:13]([C:14]([O:16][C:17]([CH3:20])([CH3:19])[CH3:18])=[O:15])[C:8]=2[CH:7]=1)(=O)C.[OH-].[Na+]. The catalyst is O1CCOCC1.O. The product is [OH:4][CH2:5][C:6]1[N:22]=[CH:21][C:9]2[O:10][CH2:11][CH2:12][N:13]([C:14]([O:16][C:17]([CH3:18])([CH3:20])[CH3:19])=[O:15])[C:8]=2[CH:7]=1. (4) The product is [CH2:19]([S:18][C:15]1[CH:16]=[CH:17][C:12]([NH:11][C:4]2[CH:3]=[C:2]([Br:1])[CH:7]=[CH:6][C:5]=2[O:8][CH3:9])=[C:13](/[CH:26]=[CH:27]/[C:28]([O:30][CH2:31][CH3:32])=[O:29])[CH:14]=1)[C:20]1[CH:21]=[CH:22][CH:23]=[CH:24][CH:25]=1. The yield is 0.860. The catalyst is COC1CCCC1.CCOC(C)=O.C1C=CC(/C=C/C(/C=C/C2C=CC=CC=2)=O)=CC=1.C1C=CC(/C=C/C(/C=C/C2C=CC=CC=2)=O)=CC=1.C1C=CC(/C=C/C(/C=C/C2C=CC=CC=2)=O)=CC=1.[Pd].[Pd]. The reactants are [Br:1][C:2]1[CH:7]=[CH:6][C:5]([O:8][CH3:9])=[C:4](I)[CH:3]=1.[NH2:11][C:12]1[CH:17]=[CH:16][C:15]([S:18][CH2:19][C:20]2[CH:25]=[CH:24][CH:23]=[CH:22][CH:21]=2)=[CH:14][C:13]=1/[CH:26]=[CH:27]/[C:28]([O:30][CH2:31][CH3:32])=[O:29].C(=O)([O-])[O-].[Cs+].[Cs+]. (5) The reactants are Br[C:2]1[CH:23]=[CH:22][C:5]([C:6]([NH:8][S:9]([C:12]2[CH:17]=[CH:16][CH:15]=[CH:14][C:13]=2[S:18](=[O:21])(=[O:20])[NH2:19])(=[O:11])=[O:10])=[O:7])=[CH:4][C:3]=1[CH2:24][OH:25].[CH3:26][CH:27]([CH2:30][CH2:31][CH3:32])[C:28]#[CH:29]. No catalyst specified. The product is [OH:25][CH2:24][C:3]1[CH:4]=[C:5]([CH:22]=[CH:23][C:2]=1[C:29]#[C:28][CH:27]([CH3:26])[CH2:30][CH2:31][CH3:32])[C:6]([NH:8][S:9]([C:12]1[CH:17]=[CH:16][CH:15]=[CH:14][C:13]=1[S:18](=[O:21])(=[O:20])[NH2:19])(=[O:11])=[O:10])=[O:7]. The yield is 0.110. (6) The reactants are [Cl:1][C:2]1[CH:3]=[C:4](O)[C:5](=[CH:9][CH:10]=1)[C:6]([OH:8])=[O:7].[CH2:12](I)[CH3:13].[C:15](=O)([O-])[O-].[K+].[K+].O.CN(C)[CH:24]=[O:25]. The yield is 0.660. The product is [Cl:1][C:2]1[CH:3]=[CH:4][C:5]([C:6]([O:8][CH2:12][CH3:13])=[O:7])=[C:9]([O:25][CH2:24][CH3:15])[CH:10]=1. No catalyst specified. (7) The reactants are [CH3:1][O:2][C:3](=[O:11])[C:4]1[CH:9]=[CH:8][CH:7]=[C:6]([OH:10])[CH:5]=1.F[C:13]1[CH:18]=[CH:17][C:16]([F:19])=[CH:15][C:14]=1[N+:20]([O-:22])=[O:21].[CH3:23][O:24]C(=O)C1C=CC=CC=1OC1C=CC(F)=CC=1N.[CH3:42][O:43][C:44](=[O:60])[C:45]1[CH:50]=[CH:49][CH:48]=[C:47]([O:51][C:52]2[CH:57]=[CH:56][C:55]([F:58])=[CH:54][C:53]=2[NH2:59])[CH:46]=1.[NH2:61][C:62]1[S:63][CH:64]=[CH:65][N:66]=1. No catalyst specified. The product is [CH3:1][O:2][C:3](=[O:11])[C:4]1[CH:9]=[CH:8][CH:7]=[C:6]([O:10][C:13]2[CH:18]=[CH:17][C:16]([F:19])=[CH:15][C:14]=2[N+:20]([O-:22])=[O:21])[CH:5]=1.[CH3:42][O:43][C:44](=[O:60])[C:45]1[CH:50]=[CH:49][CH:48]=[C:47]([O:51][C:52]2[CH:57]=[CH:56][C:55]([F:58])=[CH:54][C:53]=2[NH:59][C:23]([NH:61][C:62]2[S:63][CH:64]=[CH:65][N:66]=2)=[O:24])[CH:46]=1. The yield is 0.500.